Dataset: Reaction yield outcomes from USPTO patents with 853,638 reactions. Task: Predict the reaction yield, written as a fraction of the theoretical maximum amount of product (1.0 means a 100% yield; for example, 0.34 means a 34% yield). (1) The reactants are [Br-].[CH3:2][N:3]([CH3:26])[CH2:4][CH2:5][CH2:6][P+](C1C=CC=CC=1)(C1C=CC=CC=1)C1C=CC=CC=1.C([Li])CCC.[F:32][C:33]1[CH:54]=[CH:53][CH:52]=[C:51]([F:55])[C:34]=1[O:35][C:36]1[C:41]([CH:42]=O)=[CH:40][N:39]=[C:38]([NH:44][C:45]2[S:46][CH:47]=[C:48]([CH3:50])[N:49]=2)[CH:37]=1.[NH4+].[Cl-:57]. The catalyst is O.C1COCC1. The product is [ClH:57].[ClH:57].[F:32][C:33]1[CH:54]=[CH:53][CH:52]=[C:51]([F:55])[C:34]=1[O:35][C:36]1[C:41]([CH:42]=[CH:6][CH2:5][CH2:4][N:3]([CH3:26])[CH3:2])=[CH:40][N:39]=[C:38]([NH:44][C:45]2[S:46][CH:47]=[C:48]([CH3:50])[N:49]=2)[CH:37]=1. The yield is 0.780. (2) The reactants are [CH3:1][C:2]1[CH:6]=[C:5]([C:7]2[CH:12]=[CH:11][CH:10]=[CH:9][CH:8]=2)[N:4]([CH2:13][C:14]2[CH:19]=[CH:18][C:17]([CH2:20][OH:21])=[CH:16][CH:15]=2)[N:3]=1.O[C:23]1[CH:28]=[CH:27][C:26]([CH2:29][CH2:30][C:31]([O:33]C)=[O:32])=[CH:25][CH:24]=1.C1(P(C2C=CC=CC=2)C2C=CC=CC=2)C=CC=CC=1.N(C(OCC)=O)=NC(OCC)=O.[OH-].[Na+].Cl. The catalyst is CO.O1CCCC1.O.ClCCl. The product is [CH3:1][C:2]1[CH:6]=[C:5]([C:7]2[CH:8]=[CH:9][CH:10]=[CH:11][CH:12]=2)[N:4]([CH2:13][C:14]2[CH:15]=[CH:16][C:17]([CH2:20][O:21][C:23]3[CH:28]=[CH:27][C:26]([CH2:29][CH2:30][C:31]([OH:33])=[O:32])=[CH:25][CH:24]=3)=[CH:18][CH:19]=2)[N:3]=1. The yield is 0.420. (3) The reactants are [CH3:1][O:2][C:3]1[CH:4]=[C:5]2[C:10](=[CH:11][C:12]=1[O:13][CH2:14][CH:15]1[CH2:20][CH2:19][N:18]([CH3:21])[CH2:17][CH2:16]1)[N:9]=[CH:8][NH:7][C:6]2=O.CN(C=O)C.S(Cl)([Cl:30])=O. No catalyst specified. The product is [Cl:30][C:6]1[C:5]2[C:10](=[CH:11][C:12]([O:13][CH2:14][CH:15]3[CH2:20][CH2:19][N:18]([CH3:21])[CH2:17][CH2:16]3)=[C:3]([O:2][CH3:1])[CH:4]=2)[N:9]=[CH:8][N:7]=1. The yield is 0.980. (4) The reactants are [NH2:1][CH2:2][CH2:3][O:4][CH2:5][CH2:6][O:7][CH2:8][CH2:9][O:10][CH2:11][CH2:12][O:13][C:14]1[CH:15]=[C:16]([CH:24]2[O:28][CH2:27][CH2:26][O:25]2)[CH:17]=[C:18]([O:22][CH3:23])[C:19]=1[O:20][CH3:21].C(N(CC)CC)C.[C:36](O[C:36]([O:38][C:39]([CH3:42])([CH3:41])[CH3:40])=[O:37])([O:38][C:39]([CH3:42])([CH3:41])[CH3:40])=[O:37]. The catalyst is C(Cl)Cl. The product is [C:36]([NH:1][CH2:2][CH2:3][O:4][CH2:5][CH2:6][O:7][CH2:8][CH2:9][O:10][CH2:11][CH2:12][O:13][C:14]1[CH:15]=[C:16]([CH:24]2[O:25][CH2:26][CH2:27][O:28]2)[CH:17]=[C:18]([O:22][CH3:23])[C:19]=1[O:20][CH3:21])([O:38][C:39]([CH3:42])([CH3:41])[CH3:40])=[O:37]. The yield is 0.500. (5) The reactants are [NH2:1][C:2]1[C:7]([N:8]([CH3:13])[C:9](=O)[O:10]C)=[C:6]([NH2:14])[N:5]=[C:4]([C:15]2[CH:19]=[C:18]([C:20]3[O:21][CH:22]=[CH:23][N:24]=3)[N:17]([CH2:25][C:26]3[CH:31]=[CH:30][CH:29]=[CH:28][C:27]=3[F:32])[N:16]=2)[N:3]=1.[H-].[Na+]. The catalyst is CN(C=O)C.O.CCOCC. The product is [NH2:1][C:2]1[N:3]=[C:4]([C:15]2[CH:19]=[C:18]([C:20]3[O:21][CH:22]=[CH:23][N:24]=3)[N:17]([CH2:25][C:26]3[CH:31]=[CH:30][CH:29]=[CH:28][C:27]=3[F:32])[N:16]=2)[N:5]=[C:6]2[C:7]=1[N:8]([CH3:13])[C:9](=[O:10])[NH:14]2. The yield is 0.670.